From a dataset of Full USPTO retrosynthesis dataset with 1.9M reactions from patents (1976-2016). Predict the reactants needed to synthesize the given product. (1) Given the product [O:49]1[C:48]2[CH:47]=[CH:46][C:42]([CH2:43][CH2:44][NH:45][C:3]([C:5]3[N:14]4[C:8]([CH2:9][N:10]([C:19]([C:21]5[CH:26]=[CH:25][C:24]([C:27]6[CH:32]=[CH:31][CH:30]=[CH:29][C:28]=6[CH3:33])=[C:23]([CH3:34])[CH:22]=5)=[O:20])[C:11]5[CH:18]=[CH:17][CH:16]=[CH:15][C:12]=5[CH2:13]4)=[CH:7][CH:6]=3)=[O:4])=[CH:41][C:40]=2[O:39][CH2:38]1, predict the reactants needed to synthesize it. The reactants are: ClC(Cl)(Cl)[C:3]([C:5]1[N:14]2[C:8]([CH2:9][N:10]([C:19]([C:21]3[CH:26]=[CH:25][C:24]([C:27]4[CH:32]=[CH:31][CH:30]=[CH:29][C:28]=4[CH3:33])=[C:23]([CH3:34])[CH:22]=3)=[O:20])[C:11]3[CH:18]=[CH:17][CH:16]=[CH:15][C:12]=3[CH2:13]2)=[CH:7][CH:6]=1)=[O:4].Cl.[CH2:38]1[O:49][C:48]2[CH:47]=[CH:46][C:42]([CH2:43][CH2:44][NH2:45])=[CH:41][C:40]=2[O:39]1.C(N(CC)CC)C. (2) Given the product [C:3]1([C:13]2[CH:18]=[CH:17][CH:16]=[CH:15][CH:14]=2)[CH:8]=[CH:7][CH:6]=[CH:5][CH:4]=1, predict the reactants needed to synthesize it. The reactants are: CO[C:3]1[CH:8]=[CH:7][C:6](B(O)O)=[CH:5][CH:4]=1.Cl[C:13]1[CH:18]=[CH:17][C:16](OC)=[CH:15][C:14]=1[N+]([O-])=O.C([O-])([O-])=O.[K+].[K+].CCCCCC.C(OCC)(=O)C. (3) Given the product [C:29]([N:1]1[CH2:6][CH2:5][CH:4]([C:7]([NH:9][C:10]2[C:11]([CH3:27])=[CH:12][C:13]3[N:14]([CH:24]([CH3:25])[CH3:26])[C:15]4[C:20]([C:21]=3[C:22]=2[CH3:23])=[CH:19][CH:18]=[CH:17][CH:16]=4)=[O:8])[CH2:3][CH2:2]1)(=[O:28])[NH2:30], predict the reactants needed to synthesize it. The reactants are: [NH:1]1[CH2:6][CH2:5][CH:4]([C:7]([NH:9][C:10]2[C:11]([CH3:27])=[CH:12][C:13]3[N:14]([CH:24]([CH3:26])[CH3:25])[C:15]4[C:20]([C:21]=3[C:22]=2[CH3:23])=[CH:19][CH:18]=[CH:17][CH:16]=4)=[O:8])[CH2:3][CH2:2]1.[O-:28][C:29]#[N:30].[K+].Cl. (4) Given the product [CH2:1]([N:3]1[CH:7]=[C:6]([C:8]2[CH:13]=[CH:12][N:11]=[C:10]3[NH:14][CH:15]=[CH:16][C:9]=23)[C:5]([C:35]2[CH:36]=[CH:37][C:32]([N:38]([CH3:39])[C:30]([NH:27][C:28]3[CH:29]=[CH:46][CH:45]=[CH:44][CH:43]=3)=[O:41])=[CH:33][CH:34]=2)=[N:4]1)[CH3:2], predict the reactants needed to synthesize it. The reactants are: [CH2:1]([N:3]1[CH:7]=[C:6]([C:8]2[CH:13]=[CH:12][N:11]=[C:10]3[NH:14][CH:15]=[CH:16][C:9]=23)[C:5](C2C=CC(CN)=CC=2)=[N:4]1)[CH3:2].C([N:27]([CH2:30]C)[CH2:28][CH3:29])C.[C:32]1([N:38]=[C:39]=O)[CH:37]=[CH:36][CH:35]=[CH:34][CH:33]=1.[OH2:41].O1[CH2:46][CH2:45][CH2:44][CH2:43]1. (5) Given the product [F:1][C:2]1[CH:7]=[CH:6][C:5]([C:8]2[N:12]3[N:13]=[C:14]([O:17][CH3:18])[CH:15]=[CH:16][C:11]3=[N:10][C:9]=2[C:19]2[CH:20]=[CH:21][C:22]([CH3:26])=[C:23]([NH:24][C:35](=[O:36])[C:34]([CH3:39])([CH3:38])[CH3:33])[CH:25]=2)=[CH:4][CH:3]=1, predict the reactants needed to synthesize it. The reactants are: [F:1][C:2]1[CH:7]=[CH:6][C:5]([C:8]2[N:12]3[N:13]=[C:14]([O:17][CH3:18])[CH:15]=[CH:16][C:11]3=[N:10][C:9]=2[C:19]2[CH:20]=[CH:21][C:22]([CH3:26])=[C:23]([CH:25]=2)[NH2:24])=[CH:4][CH:3]=1.N1C=CC=CC=1.[CH3:33][C:34]([CH3:39])([CH3:38])[C:35](Cl)=[O:36]. (6) Given the product [F:32][C:26]1[C:27]([F:31])=[CH:28][CH:29]=[CH:30][C:25]=1[C@H:13]1[CH2:12][N:11]2[C:7]([C:4]([OH:6])([CH3:1])[CH3:5])=[CH:8][N:9]=[C:10]2[C@H:16]([NH:17][C:18](=[O:24])[O:19][C:20]([CH3:23])([CH3:22])[CH3:21])[CH2:15][CH2:14]1, predict the reactants needed to synthesize it. The reactants are: [CH3:1][Mg]Br.[C:4]([C:7]1[N:11]2[CH2:12][C@H:13]([C:25]3[CH:30]=[CH:29][CH:28]=[C:27]([F:31])[C:26]=3[F:32])[CH2:14][CH2:15][C@@H:16]([NH:17][C:18](=[O:24])[O:19][C:20]([CH3:23])([CH3:22])[CH3:21])[C:10]2=[N:9][CH:8]=1)(=[O:6])[CH3:5]. (7) Given the product [CH3:1][C:2]1[CH:6]=[C:5]([NH:7][C:15](=[O:16])[O:17][CH2:18][C:19]([Cl:22])([Cl:21])[Cl:20])[O:4][N:3]=1, predict the reactants needed to synthesize it. The reactants are: [CH3:1][C:2]1[CH:6]=[C:5]([NH2:7])[O:4][N:3]=1.N1C=CC=CC=1.Cl[C:15]([O:17][CH2:18][C:19]([Cl:22])([Cl:21])[Cl:20])=[O:16].O.